From a dataset of Peptide-MHC class II binding affinity with 134,281 pairs from IEDB. Regression. Given a peptide amino acid sequence and an MHC pseudo amino acid sequence, predict their binding affinity value. This is MHC class II binding data. (1) The peptide sequence is GDLQIVDKIDAAFKI. The MHC is DRB5_0101 with pseudo-sequence DRB5_0101. The binding affinity (normalized) is 0.634. (2) The peptide sequence is AFKVAATAANAAPAM. The MHC is DRB1_0901 with pseudo-sequence DRB1_0901. The binding affinity (normalized) is 0.480. (3) The peptide sequence is FIEDTNKLACIREDL. The MHC is DRB1_0101 with pseudo-sequence DRB1_0101. The binding affinity (normalized) is 0.126. (4) The peptide sequence is DVDIIVDARLDLSST. The binding affinity (normalized) is 0.768. The MHC is DRB1_1302 with pseudo-sequence DRB1_1302. (5) The peptide sequence is RDLEVVAATPTSLLI. The MHC is HLA-DQA10102-DQB10602 with pseudo-sequence HLA-DQA10102-DQB10602. The binding affinity (normalized) is 0.219. (6) The peptide sequence is TANVPPADKYKTLEA. The MHC is DRB1_0101 with pseudo-sequence DRB1_0101. The binding affinity (normalized) is 0.298. (7) The peptide sequence is AAATAGTPVYGAFAA. The MHC is HLA-DPA10103-DPB10601 with pseudo-sequence HLA-DPA10103-DPB10601. The binding affinity (normalized) is 0. (8) The peptide sequence is FLAVALVAGPAGSYA. The MHC is DRB1_1101 with pseudo-sequence DRB1_1101. The binding affinity (normalized) is 0.122. (9) The peptide sequence is AYPSVLGQTIRNSRW. The MHC is DRB3_0101 with pseudo-sequence DRB3_0101. The binding affinity (normalized) is 0.125.